This data is from Full USPTO retrosynthesis dataset with 1.9M reactions from patents (1976-2016). The task is: Predict the reactants needed to synthesize the given product. (1) Given the product [F:22][C:23]1[C:24]([CH3:32])=[C:25]([CH:29]=[CH:30][CH:31]=1)[C:26]([NH:1][C:2]1[CH:3]=[C:4]2[C:20](=[O:21])[NH:19][N:18]=[CH:17][C:6]3=[C:7]([C:11]4[CH:12]=[CH:13][CH:14]=[CH:15][CH:16]=4)[NH:8][C:9]([CH:10]=1)=[C:5]23)=[O:27], predict the reactants needed to synthesize it. The reactants are: [NH2:1][C:2]1[CH:3]=[C:4]2[C:20](=[O:21])[NH:19][N:18]=[CH:17][C:6]3=[C:7]([C:11]4[CH:16]=[CH:15][CH:14]=[CH:13][CH:12]=4)[NH:8][C:9]([CH:10]=1)=[C:5]23.[F:22][C:23]1[C:24]([CH3:32])=[C:25]([CH:29]=[CH:30][CH:31]=1)[C:26](O)=[O:27].C(N(CC)CC)C.F[P-](F)(F)(F)(F)F.N1(OC(N(C)C)=[N+](C)C)C2N=CC=CC=2N=N1. (2) Given the product [CH2:22]([C:24]1[CH:25]=[C:26]2[C:30](=[CH:31][CH:32]=1)[NH:29][C:28]([CH:14]([C:3]1[C:4](=[O:13])[CH2:5][CH:6]([C:7]3[CH:12]=[CH:11][CH:10]=[CH:9][CH:8]=3)[C:2]=1[OH:1])[C:15]1[CH:20]=[CH:19][CH:18]=[CH:17][CH:16]=1)=[C:27]2[CH2:33][CH2:34][NH:35][C:36](=[O:38])[CH3:37])[CH3:23], predict the reactants needed to synthesize it. The reactants are: [OH:1][C:2]1[CH:6]([C:7]2[CH:12]=[CH:11][CH:10]=[CH:9][CH:8]=2)[CH2:5][C:4](=[O:13])[CH:3]=1.[CH:14](=O)[C:15]1[CH:20]=[CH:19][CH:18]=[CH:17][CH:16]=1.[CH2:22]([C:24]1[CH:25]=[C:26]2[C:30](=[CH:31][CH:32]=1)[NH:29][CH:28]=[C:27]2[CH2:33][CH2:34][NH:35][C:36](=[O:38])[CH3:37])[CH3:23]. (3) Given the product [CH2:30]([O:32][C:33]([C:35]1([C:38]2[CH:43]=[CH:42][C:41]([C:2]3[CH:7]=[CH:6][C:5]([C:8]4[O:12][N:11]=[C:10]([CH3:13])[C:9]=4[CH:14]([C:16]4[N:17]=[N:18][N:19]([CH2:21][C:22]5[C:23]([Cl:29])=[CH:24][CH:25]=[CH:26][C:27]=5[Cl:28])[CH:20]=4)[OH:15])=[CH:4][CH:3]=3)=[CH:40][CH:39]=2)[CH2:36][CH2:37]1)=[O:34])[CH3:31], predict the reactants needed to synthesize it. The reactants are: Br[C:2]1[CH:7]=[CH:6][C:5]([C:8]2[O:12][N:11]=[C:10]([CH3:13])[C:9]=2[CH:14]([C:16]2[N:17]=[N:18][N:19]([CH2:21][C:22]3[C:27]([Cl:28])=[CH:26][CH:25]=[CH:24][C:23]=3[Cl:29])[CH:20]=2)[OH:15])=[CH:4][CH:3]=1.[CH2:30]([O:32][C:33]([C:35]1([C:38]2[CH:43]=[CH:42][C:41](B3OC(C)(C)C(C)(C)O3)=[CH:40][CH:39]=2)[CH2:37][CH2:36]1)=[O:34])[CH3:31].